From a dataset of Forward reaction prediction with 1.9M reactions from USPTO patents (1976-2016). Predict the product of the given reaction. (1) The product is: [CH:19]([C:3]1[C:4]([C:8]2[CH:13]=[CH:12][C:11]([O:14][CH:15]([CH3:17])[CH3:16])=[C:10]([Cl:18])[CH:9]=2)=[N:5][N:6]([CH3:7])[C:2]=1[O:34][CH3:31])=[O:20]. Given the reactants Cl[C:2]1[N:6]([CH3:7])[N:5]=[C:4]([C:8]2[CH:13]=[CH:12][C:11]([O:14][CH:15]([CH3:17])[CH3:16])=[C:10]([Cl:18])[CH:9]=2)[C:3]=1[CH:19]=[O:20].ClC1N(C)N=C(C2C=C[C:31]([O:34]C(C)C)=C(C)C=2)C=1C=O, predict the reaction product. (2) Given the reactants [Br:1][C:2]1[CH:3]=[C:4]([O:13][CH:14]([CH2:16][CH3:17])[CH3:15])[C:5]([CH3:12])=[C:6]([CH:11]=1)[C:7]([O:9]C)=[O:8].[OH-].[Na+].Cl, predict the reaction product. The product is: [Br:1][C:2]1[CH:3]=[C:4]([O:13][CH:14]([CH2:16][CH3:17])[CH3:15])[C:5]([CH3:12])=[C:6]([CH:11]=1)[C:7]([OH:9])=[O:8]. (3) Given the reactants [Si:1]([O:8][CH:9]1[CH2:14][CH2:13][N:12]([C:15]2[N:16]([CH3:20])[CH:17]=[CH:18][N:19]=2)[CH2:11][CH2:10]1)([C:4]([CH3:7])([CH3:6])[CH3:5])([CH3:3])[CH3:2].C(C1C=CN=C(C2C=C(C(C)(C)C)C=CN=2)C=1)(C)(C)C.[B:41]1([B:41]2[O:45][C:44]([CH3:47])([CH3:46])[C:43]([CH3:49])([CH3:48])[O:42]2)[O:45][C:44]([CH3:47])([CH3:46])[C:43]([CH3:49])([CH3:48])[O:42]1.CCCCCCC, predict the reaction product. The product is: [Si:1]([O:8][CH:9]1[CH2:10][CH2:11][N:12]([C:15]2[N:16]([CH3:20])[C:17]([B:41]3[O:45][C:44]([CH3:47])([CH3:46])[C:43]([CH3:49])([CH3:48])[O:42]3)=[CH:18][N:19]=2)[CH2:13][CH2:14]1)([C:4]([CH3:6])([CH3:7])[CH3:5])([CH3:3])[CH3:2]. (4) Given the reactants [CH3:1][O:2][C:3]1[CH:4]=[C:5]2[C:10](=[CH:11][C:12]=1[O:13][CH3:14])[N:9]=[CH:8][CH:7]=[C:6]2[O:15][C:16]1[CH:22]=[CH:21][C:19]([NH2:20])=[C:18]([CH3:23])[C:17]=1[CH3:24].Cl[C:26](Cl)([O:28][C:29](=[O:35])OC(Cl)(Cl)Cl)Cl.[CH2:37](O)[CH2:38][CH2:39][CH2:40][CH2:41][CH2:42][CH2:43][CH2:44][CH2:45][CH2:46][CH2:47][CH2:48][CH2:49][CH2:50][CH2:51][CH2:52][CH2:53]C.C(=O)(O)[O-].[Na+], predict the reaction product. The product is: [CH3:1][O:2][C:3]1[CH:4]=[C:5]2[C:10](=[CH:11][C:12]=1[O:13][CH3:14])[N:9]=[CH:8][CH:7]=[C:6]2[O:15][C:16]1[CH:22]=[CH:21][C:19]([NH:20][C:29](=[O:35])[O:28][CH2:26][CH2:53][CH2:52][CH2:51][CH2:50][CH2:49][CH2:48][CH2:47][CH2:46][CH2:45][CH2:44][CH2:43][CH2:42][CH2:41][CH2:40][CH2:39][CH2:38][CH3:37])=[C:18]([CH3:23])[C:17]=1[CH3:24]. (5) Given the reactants [CH3:1][S:2](Cl)(=[O:4])=[O:3].[OH:6][CH:7]1[CH2:12][CH2:11][N:10]([C:13]([O:15][C:16]([CH3:19])([CH3:18])[CH3:17])=[O:14])[CH2:9][CH2:8]1, predict the reaction product. The product is: [CH3:1][S:2]([O:6][CH:7]1[CH2:8][CH2:9][N:10]([C:13]([O:15][C:16]([CH3:19])([CH3:18])[CH3:17])=[O:14])[CH2:11][CH2:12]1)(=[O:4])=[O:3]. (6) Given the reactants [C:1]([O:5][C:6]([N:8]1[CH2:13][CH2:12][N:11]([C:14]2[C:19](Cl)=[N:18][CH:17]=[CH:16][N:15]=2)[CH2:10][CH2:9]1)=[O:7])([CH3:4])([CH3:3])[CH3:2].[C:21]1(B(O)O)[CH:26]=[CH:25][CH:24]=[CH:23][CH:22]=1.C(=O)([O-])[O-].[K+].[K+], predict the reaction product. The product is: [C:1]([O:5][C:6]([N:8]1[CH2:13][CH2:12][N:11]([C:14]2[C:19]([C:21]3[CH:26]=[CH:25][CH:24]=[CH:23][CH:22]=3)=[N:18][CH:17]=[CH:16][N:15]=2)[CH2:10][CH2:9]1)=[O:7])([CH3:4])([CH3:3])[CH3:2].